From a dataset of Full USPTO retrosynthesis dataset with 1.9M reactions from patents (1976-2016). Predict the reactants needed to synthesize the given product. (1) Given the product [Br:1][CH2:2][CH2:3][CH2:4][NH:5][C:15](=[O:16])[C:14]([F:25])([F:24])[F:13], predict the reactants needed to synthesize it. The reactants are: [Br:1][CH2:2][CH2:3][CH2:4][NH2:5].C(N(CC)CC)C.[F:13][C:14]([F:25])([F:24])[C:15](O[C:15](=[O:16])[C:14]([F:25])([F:24])[F:13])=[O:16]. (2) Given the product [Br:1][C:2]1[N:3]=[N:4][C:5]([N:12]=[S:10]([CH3:13])([CH3:9])=[O:11])=[CH:6][CH:7]=1, predict the reactants needed to synthesize it. The reactants are: [Br:1][C:2]1[N:3]=[N:4][C:5](Br)=[CH:6][CH:7]=1.[CH3:9][S:10]([CH3:13])(=[NH:12])=[O:11].CC(C)([O-])C.[Na+]. (3) Given the product [ClH:1].[Cl:1][C:2]1[CH:6]=[C:5]([C:7]([OH:9])=[O:8])[N:4]([C:12]2[CH:13]=[N:14][CH:15]=[CH:16][CH:17]=2)[N:3]=1, predict the reactants needed to synthesize it. The reactants are: [Cl:1][C:2]1[CH:6]=[C:5]([C:7]([O:9]CC)=[O:8])[N:4]([C:12]2[CH:13]=[N:14][CH:15]=[CH:16][CH:17]=2)[N:3]=1.Cl. (4) The reactants are: [CH3:1][CH:2]([CH3:17])[CH:3]([CH2:8][C:9]1[CH:14]=[CH:13][CH:12]=[C:11]([O:15][CH3:16])[CH:10]=1)[CH2:4][C:5]([OH:7])=O.C(Cl)(=O)C(Cl)=O.[Al+3].[Cl-].[Cl-].[Cl-].Cl. Given the product [CH3:17][CH:2]([CH:3]1[CH2:8][C:9]2[C:14](=[CH:13][CH:12]=[C:11]([O:15][CH3:16])[CH:10]=2)[C:5](=[O:7])[CH2:4]1)[CH3:1], predict the reactants needed to synthesize it. (5) Given the product [C:38]([O:37][C:35]([N:27]([C:28]([O:30][C:31]([CH3:32])([CH3:33])[CH3:34])=[O:29])[CH2:2][CH2:3][C:4]([NH:7][C:8]1[CH:9]=[C:10]([CH:21]=[CH:22][C:23]=1[N+:24]([O-:26])=[O:25])[C:11]([O:13][CH2:14][C:15]1[CH:16]=[CH:17][CH:18]=[CH:19][CH:20]=1)=[O:12])([CH3:6])[CH3:5])=[O:36])([CH3:41])([CH3:40])[CH3:39], predict the reactants needed to synthesize it. The reactants are: O[CH2:2][CH2:3][C:4]([NH:7][C:8]1[CH:9]=[C:10]([CH:21]=[CH:22][C:23]=1[N+:24]([O-:26])=[O:25])[C:11]([O:13][CH2:14][C:15]1[CH:20]=[CH:19][CH:18]=[CH:17][CH:16]=1)=[O:12])([CH3:6])[CH3:5].[NH:27]([C:35]([O:37][C:38]([CH3:41])([CH3:40])[CH3:39])=[O:36])[C:28]([O:30][C:31]([CH3:34])([CH3:33])[CH3:32])=[O:29].C1(P(C2C=CC=CC=2)C2C=CC=CC=2)C=CC=CC=1.N(C(OC(C)C)=O)=NC(OC(C)C)=O.